This data is from Reaction yield outcomes from USPTO patents with 853,638 reactions. The task is: Predict the reaction yield, written as a fraction of the theoretical maximum amount of product (1.0 means a 100% yield; for example, 0.34 means a 34% yield). (1) The catalyst is [OH-].[Na+].C(OCC)(=O)C. The yield is 0.420. The reactants are CO[C:3]1[CH:4]=[C:5]([CH2:11][CH2:12][C:13]([C:15]2[C:20]([OH:21])=[CH:19][C:18]([O:22][CH3:23])=[C:17]([O:24][CH3:25])[C:16]=2[O:26][CH3:27])=[O:14])[CH:6]=[CH:7][C:8]=1OC.O.[CH2:29]=O. The product is [CH2:11]([CH:12]1[C:13](=[O:14])[C:15]2[C:20](=[CH:19][C:18]([O:22][CH3:23])=[C:17]([O:24][CH3:25])[C:16]=2[O:26][CH3:27])[O:21][CH2:29]1)[C:5]1[CH:4]=[CH:3][CH:8]=[CH:7][CH:6]=1. (2) The reactants are Cl[C:2]1[CH:3]=[CH:4][C:5]2[C:14]3[C:9](=[N:10][CH:11]=[CH:12][CH:13]=3)[NH:8][C:7](=[O:15])[C:6]=2[CH:16]=1.FC1C=CC(B(O)O)=CC=1.C1(P(C2CCCCC2)C2C=CC=CC=2[C:40]2[C:45]([O:46][CH3:47])=[CH:44][CH:43]=[CH:42][C:41]=2OC)CCCCC1.C(=O)([O-])[O-].[K+].[K+]. The catalyst is O1CCOCC1.O.CO.C([O-])(=O)C.[Pd+2].C([O-])(=O)C. The product is [CH3:47][O:46][C:45]1[CH:40]=[CH:41][C:42]([C:2]2[CH:3]=[CH:4][C:5]3[C:14]4[C:9](=[N:10][CH:11]=[CH:12][CH:13]=4)[NH:8][C:7](=[O:15])[C:6]=3[CH:16]=2)=[CH:43][CH:44]=1. The yield is 0.160. (3) The reactants are [NH:1]([C:3]1[CH:8]=[CH:7][CH:6]=[CH:5][N:4]=1)[NH2:2].O=[C:10]1[CH2:14][S:13][CH2:12][CH:11]1[C:15](OC)=[O:16].[Na].C(O)(=O)C. The catalyst is CO.O. The product is [N:4]1[CH:5]=[CH:6][CH:7]=[CH:8][C:3]=1[N:1]1[C:15](=[O:16])[C:11]2[CH2:12][S:13][CH2:14][C:10]=2[NH:2]1. The yield is 0.560. (4) The reactants are [F:1][C:2]([F:7])([F:6])[C:3]([OH:5])=[O:4].[C:8]1([C:14]2[CH:19]=[C:18]([CH:20]3[CH2:25][CH2:24][NH:23][CH2:22][CH2:21]3)[CH:17]=[CH:16][C:15]=2[NH:26][C:27]([C:29]2[NH:30][CH:31]=[C:32]([C:34]#[N:35])[N:33]=2)=[O:28])[CH2:13][CH2:12][CH2:11][CH2:10][CH:9]=1.C([O-])([O-])=O.[K+].[K+].F[C:43]1[CH:48]=[CH:47][CH:46]=[CH:45][N:44]=1.CN(C)C(=O)C. The catalyst is O. The product is [F:1][C:2]([F:7])([F:6])[C:3]([OH:5])=[O:4].[C:8]1([C:14]2[CH:19]=[C:18]([CH:20]3[CH2:21][CH2:22][N:23]([C:43]4[CH:48]=[CH:47][CH:46]=[CH:45][N:44]=4)[CH2:24][CH2:25]3)[CH:17]=[CH:16][C:15]=2[NH:26][C:27]([C:29]2[NH:30][CH:31]=[C:32]([C:34]#[N:35])[N:33]=2)=[O:28])[CH2:13][CH2:12][CH2:11][CH2:10][CH:9]=1. The yield is 0.750. (5) The reactants are [Br-].[CH2:2]([O:4][C:5]([NH:7][C:8]1[CH:13]=[CH:12][N+:11]([CH2:14][C:15]([C:17]2[CH:22]=[CH:21][C:20]([N+:23]([O-:25])=[O:24])=[C:19]([O:26][CH3:27])[CH:18]=2)=[O:16])=[CH:10][CH:9]=1)=[O:6])[CH3:3].[C:28]([O:33][CH2:34][C:35]1[CH:40]=[CH:39][CH:38]=[CH:37][CH:36]=1)(=[O:32])/[CH:29]=[CH:30]/[CH3:31]. The catalyst is [O-2].[Mn+2]. The product is [CH2:2]([O:4][C:5]([NH:7][C:8]1[CH:13]=[CH:12][N:11]2[C:10]([CH:9]=1)=[C:29]([C:28]([O:33][CH2:34][C:35]1[CH:40]=[CH:39][CH:38]=[CH:37][CH:36]=1)=[O:32])[C:30]([CH3:31])=[C:14]2[C:15](=[O:16])[C:17]1[CH:22]=[CH:21][C:20]([N+:23]([O-:25])=[O:24])=[C:19]([O:26][CH3:27])[CH:18]=1)=[O:6])[CH3:3]. The yield is 0.260. (6) The reactants are [NH2:1][C@H:2]1[C:14](=[O:15])[O:13][CH2:12][CH2:11][C@@H:10]([C:16]2[CH:21]=[CH:20][CH:19]=[CH:18][CH:17]=2)[NH:9][C:8](=[O:22])[CH2:7][CH2:6][CH:5]=[CH:4][CH2:3]1.C(N(CC)CC)C.[C:30](OC(=O)C)(=[O:32])[CH3:31]. The catalyst is CN(C=O)C. The product is [O:22]=[C:8]1[CH2:7][CH2:6][CH:5]=[CH:4][CH2:3][C@@H:2]([NH:1][C:30](=[O:32])[CH3:31])[C:14](=[O:15])[O:13][CH2:12][CH2:11][C@@H:10]([C:16]2[CH:17]=[CH:18][CH:19]=[CH:20][CH:21]=2)[NH:9]1. The yield is 0.480.